From a dataset of Forward reaction prediction with 1.9M reactions from USPTO patents (1976-2016). Predict the product of the given reaction. (1) The product is: [CH3:1][C:2]1[CH:15]=[C:14]([CH:13]=[CH:12][C:3]=1[O:4][CH2:5][CH2:6][N:7]1[CH2:11][CH2:10][CH2:9][CH2:8]1)[NH2:16]. Given the reactants [CH3:1][C:2]1[CH:15]=[C:14]([N+:16]([O-])=O)[CH:13]=[CH:12][C:3]=1[O:4][CH2:5][CH2:6][N:7]1[CH2:11][CH2:10][CH2:9][CH2:8]1, predict the reaction product. (2) Given the reactants Cl.[O:2]1[CH2:6][CH2:5][CH:4]([CH2:7][NH2:8])[CH2:3]1.C(N(CC)CC)C.[CH:16]1[C:25]2[CH2:24][CH2:23][CH2:22][CH2:21][C:20]=2[CH:19]=[CH:18][C:17]=1[CH2:26][O:27][CH2:28][C:29]1[O:33][N:32]=[C:31]([C:34](O)=[O:35])[CH:30]=1.ON1C2C=CC=CC=2N=N1.Cl.C(N=C=NCCCN(C)C)C.Cl, predict the reaction product. The product is: [O:2]1[CH2:6][CH2:5][CH:4]([CH2:7][NH:8][C:34]([C:31]2[CH:30]=[C:29]([CH2:28][O:27][CH2:26][C:17]3[CH:18]=[CH:19][C:20]4[CH2:21][CH2:22][CH2:23][CH2:24][C:25]=4[CH:16]=3)[O:33][N:32]=2)=[O:35])[CH2:3]1.